From a dataset of Forward reaction prediction with 1.9M reactions from USPTO patents (1976-2016). Predict the product of the given reaction. (1) Given the reactants [NH2:1][C:2]1[CH:7]=[CH:6][C:5]([C:8]2[CH:9]([CH3:15])[CH2:10][C:11](=[O:14])[NH:12][N:13]=2)=[CH:4][CH:3]=1.[N:16]([O-])=O.[Na+].[C:20](#[N:24])[CH2:21][C:22]#[N:23], predict the reaction product. The product is: [CH3:15][C@H:9]1[C:8]([C:5]2[CH:6]=[CH:7][C:2]([NH:1][N:16]=[C:21]([C:20]#[N:24])[C:22]#[N:23])=[CH:3][CH:4]=2)=[N:13][NH:12][C:11](=[O:14])[CH2:10]1. (2) Given the reactants CC1C=C(C=CC=1)C(C1C=CC=CC=1)=[O:6].C(N1[C:31]2[C:26](=[CH:27][CH:28]=[CH:29][CH:30]=2)[C:25]([C:32]2[CH:37]=[CH:36][CH:35]=[C:34]([C:38]([O:40][CH2:41][CH3:42])=[O:39])[CH:33]=2)=N1)C1C=CC=CC=1, predict the reaction product. The product is: [C:25]([C:32]1[CH:33]=[C:34]([CH:35]=[CH:36][CH:37]=1)[C:38]([OH:40])=[O:39])(=[O:6])[C:26]1[CH:31]=[CH:30][CH:29]=[CH:28][CH:27]=1.[C:25]([C:32]1[CH:33]=[C:34]([CH:35]=[CH:36][CH:37]=1)[C:38]([O:40][CH2:41][CH3:42])=[O:39])(=[O:6])[C:26]1[CH:31]=[CH:30][CH:29]=[CH:28][CH:27]=1. (3) Given the reactants [C:1]1(O)[C:10]2[C:5](=[CH:6][CH:7]=[CH:8][CH:9]=2)[CH:4]=[CH:3][CH:2]=1.[C:12]1([O:22]C2C3C(=CC=CC=3)C=CC=2)[C:21]2[C:16](=[CH:17][CH:18]=[CH:19][CH:20]=2)[CH:15]=[CH:14][CH:13]=1, predict the reaction product. The product is: [CH:1]1[C:10]2[C:5](=[CH:6][CH:7]=[CH:8][CH:9]=2)[CH:4]=[CH:3][C:2]=1[OH:22].[C:12]1([OH:22])[C:21]2[C:16](=[CH:17][CH:18]=[CH:19][CH:20]=2)[CH:15]=[CH:14][CH:13]=1. (4) Given the reactants [Br:1]N1C(=O)CCC1=O.[CH2:9]([N:16]1[CH:20]=[CH:19][N:18]=[C:17]1[CH3:21])[C:10]1[CH:15]=[CH:14][CH:13]=[CH:12][CH:11]=1, predict the reaction product. The product is: [CH2:9]([N:16]1[C:20]([Br:1])=[CH:19][N:18]=[C:17]1[CH3:21])[C:10]1[CH:11]=[CH:12][CH:13]=[CH:14][CH:15]=1. (5) The product is: [Br:7][C:8]1[CH:13]=[CH:12][N:11]=[C:10]2[N:14]([CH:20]([CH3:22])[CH3:21])[CH:15]=[C:16]([CH:17]=[O:18])[C:9]=12. Given the reactants C(=O)([O-])[O-].[Cs+].[Cs+].[Br:7][C:8]1[CH:13]=[CH:12][N:11]=[C:10]2[NH:14][CH:15]=[C:16]([CH:17]=[O:18])[C:9]=12.I[CH:20]([CH3:22])[CH3:21], predict the reaction product. (6) Given the reactants C([Li])CCC.[C:6]1([S:12]([CH:15]([CH3:17])[CH3:16])(=[O:14])=[O:13])[CH:11]=[CH:10][CH:9]=[CH:8][CH:7]=1.[CH2:18]1[O:20][CH2:19]1, predict the reaction product. The product is: [C:6]1([S:12]([C:15]([CH3:17])([CH3:16])[CH2:19][CH2:18][OH:20])(=[O:14])=[O:13])[CH:11]=[CH:10][CH:9]=[CH:8][CH:7]=1. (7) Given the reactants COC([C:5]1[C:6]([CH2:26][O:27][CH3:28])=[N:7][C:8]2[C:13]([C:14]=1[OH:15])=[CH:12][CH:11]=[C:10]([C:16]1[C:21]([C:22]([F:25])([F:24])[F:23])=[CH:20][CH:19]=[CH:18][N:17]=1)[N:9]=2)=O, predict the reaction product. The product is: [CH3:28][O:27][CH2:26][C:6]1[CH:5]=[C:14]([OH:15])[C:13]2[C:8](=[N:9][C:10]([C:16]3[C:21]([C:22]([F:25])([F:23])[F:24])=[CH:20][CH:19]=[CH:18][N:17]=3)=[CH:11][CH:12]=2)[N:7]=1. (8) Given the reactants Cl[C:2]1[N:6]([CH3:7])[N:5]=[CH:4][C:3]=1[NH:8][C:9]([C:11]1[N:12]=[C:13]([C:24]2[C:29]([F:30])=[CH:28][CH:27]=[CH:26][C:25]=2[F:31])[S:14][C:15]=1[NH:16][C:17](=[O:23])[O:18][C:19]([CH3:22])([CH3:21])[CH3:20])=[O:10].F[C:33]1(C2N(C)N=CC=2[N+]([O-])=O)[CH2:39][CH2:38][CH:37]([NH:40][C:41](=[O:47])[O:42][C:43]([CH3:46])([CH3:45])[CH3:44])[CH:36]([OH:48])[CH2:35][CH2:34]1, predict the reaction product. The product is: [C:19]([O:18][C:17]([NH:16][C:15]1[S:14][C:13]([C:24]2[C:29]([F:30])=[CH:28][CH:27]=[CH:26][C:25]=2[F:31])=[N:12][C:11]=1[C:9]([NH:8][C:3]1[CH:4]=[N:5][N:6]([CH3:7])[C:2]=1[C:33]12[O:48][CH:36]([CH2:35][CH2:34]1)[CH:37]([NH:40][C:41](=[O:47])[O:42][C:43]([CH3:46])([CH3:45])[CH3:44])[CH2:38][CH2:39]2)=[O:10])=[O:23])([CH3:22])([CH3:21])[CH3:20].